Task: Predict the reaction yield, written as a fraction of the theoretical maximum amount of product (1.0 means a 100% yield; for example, 0.34 means a 34% yield).. Dataset: Reaction yield outcomes from USPTO patents with 853,638 reactions (1) No catalyst specified. The reactants are Cl.C(OCC)(=O)C.[C:8]12([NH:18][C:19](=[O:32])[CH2:20][N:21](C(OC(C)(C)C)=O)[CH2:22][CH2:23][CH3:24])[CH2:17][CH:12]3[CH2:13][CH:14]([CH2:16][CH:10]([CH2:11]3)[CH2:9]1)[CH2:15]2. The product is [C:8]12([NH:18][C:19](=[O:32])[CH2:20][NH:21][CH2:22][CH2:23][CH3:24])[CH2:17][CH:12]3[CH2:11][CH:10]([CH2:16][CH:14]([CH2:13]3)[CH2:15]1)[CH2:9]2. The yield is 0.950. (2) The reactants are C[O:2][C:3](=[O:18])[CH2:4][NH:5][C:6]([C:8]1[N:9]([CH3:17])[C:10]2[C:15]([CH:16]=1)=[CH:14][CH:13]=[CH:12][CH:11]=2)=[O:7].[OH-].[Li+].Cl. The catalyst is O1CCOCC1. The product is [CH3:17][N:9]1[C:10]2[C:15](=[CH:14][CH:13]=[CH:12][CH:11]=2)[CH:16]=[C:8]1[C:6]([NH:5][CH2:4][C:3]([OH:18])=[O:2])=[O:7]. The yield is 0.930. (3) The reactants are [C:1]([O:5][C:6](=[O:26])[NH:7][C:8]1[CH:13]=[C:12]([O:14][C:15]2[CH:20]=[CH:19][C:18]([N+:21]([O-])=O)=[CH:17][N:16]=2)[C:11]([Cl:24])=[CH:10][C:9]=1[F:25])([CH3:4])([CH3:3])[CH3:2].[Cl-].[Ca+2].[Cl-].C(O)C.O. The catalyst is CN1CCCC1=O. The product is [C:1]([O:5][C:6](=[O:26])[NH:7][C:8]1[CH:13]=[C:12]([O:14][C:15]2[CH:20]=[CH:19][C:18]([NH2:21])=[CH:17][N:16]=2)[C:11]([Cl:24])=[CH:10][C:9]=1[F:25])([CH3:4])([CH3:2])[CH3:3]. The yield is 0.570. (4) The reactants are [O:1]=[C:2]1[N:7]=[CH:6][N:5]2[N:8]=[CH:9][C:10]([C:11]([O:13]C)=[O:12])=[C:4]2[CH2:3]1.[OH-].[Li+].O. The catalyst is C(O)(=O)C. The product is [O:1]=[C:2]1[CH:3]=[CH:4][N:5]2[N:8]=[CH:9][C:10]([C:11]([OH:13])=[O:12])=[C:6]2[NH:7]1. The yield is 0.930. (5) The reactants are [C:1]([O:5][C:6]([N:8]1[CH2:13][CH2:12][CH:11]([O:14][C:15]2[C:24]3[C:19](=[CH:20][CH:21]=[CH:22][CH:23]=3)[C:18]([N+:25]([O-])=O)=[CH:17][N:16]=2)[CH2:10][CH2:9]1)=[O:7])([CH3:4])([CH3:3])[CH3:2].CO.ClCCl. The catalyst is C1COCC1.C(O)C.[Pd]. The product is [C:1]([O:5][C:6]([N:8]1[CH2:9][CH2:10][CH:11]([O:14][C:15]2[C:24]3[C:19](=[CH:20][CH:21]=[CH:22][CH:23]=3)[C:18]([NH2:25])=[CH:17][N:16]=2)[CH2:12][CH2:13]1)=[O:7])([CH3:4])([CH3:2])[CH3:3]. The yield is 0.980. (6) The reactants are Cl[C:2]1[C:11]2[C:6](=[CH:7][C:8]([O:14][CH3:15])=[C:9]([O:12][CH3:13])[CH:10]=2)[N:5]=[CH:4][N:3]=1.[F:16][C:17]1[CH:23]=[C:22]([N+:24]([O-:26])=[O:25])[CH:21]=[CH:20][C:18]=1[NH2:19].C(=O)([O-])[O-].[Cs+].[Cs+]. The catalyst is CN(C=O)C.CCOC(C)=O. The product is [F:16][C:17]1[CH:23]=[C:22]([N+:24]([O-:26])=[O:25])[CH:21]=[CH:20][C:18]=1[NH:19][C:2]1[C:11]2[C:6](=[CH:7][C:8]([O:14][CH3:15])=[C:9]([O:12][CH3:13])[CH:10]=2)[N:5]=[CH:4][N:3]=1. The yield is 0.690. (7) The reactants are [C:1]([C:4]1[CH:5]=[C:6]([N:10]2[C:15](=[O:16])[C:14]([CH2:17][C:18]3[CH:23]=[CH:22][C:21]([C:24]4[C:25]([C:30]#[N:31])=[CH:26][CH:27]=[CH:28][CH:29]=4)=[CH:20][CH:19]=3)=[C:13]([CH2:32][CH2:33][CH3:34])[N:12]=[C:11]2[CH2:35][CH3:36])[CH:7]=[CH:8][CH:9]=1)(=[O:3])[CH3:2].[CH3:37][Li].[Cl-].[NH4+]. The catalyst is O1CCCC1. The product is [CH2:35]([C:11]1[N:10]([C:6]2[CH:7]=[CH:8][CH:9]=[C:4]([C:1]([OH:3])([CH3:37])[CH3:2])[CH:5]=2)[C:15](=[O:16])[C:14]([CH2:17][C:18]2[CH:23]=[CH:22][C:21]([C:24]3[C:25]([C:30]#[N:31])=[CH:26][CH:27]=[CH:28][CH:29]=3)=[CH:20][CH:19]=2)=[C:13]([CH2:32][CH2:33][CH3:34])[N:12]=1)[CH3:36]. The yield is 0.830. (8) The reactants are [Cl:1][C:2]1[C:3]([Cl:27])=[CH:4][C:5]2[C:6]([N:26]=1)=[N:7][C:8]([N:13]1[CH2:16][CH:15]([N:17]([CH3:25])[C:18](=[O:24])[O:19][C:20]([CH3:23])([CH3:22])[CH3:21])[CH2:14]1)=[C:9]([NH:11][NH2:12])[N:10]=2.[CH:28](OC)(OC)OC. The catalyst is CCOCC. The product is [Cl:1][C:2]1[C:3]([Cl:27])=[CH:4][C:5]2[N:10]3[CH:28]=[N:12][N:11]=[C:9]3[C:8]([N:13]3[CH2:14][CH:15]([N:17]([CH3:25])[C:18](=[O:24])[O:19][C:20]([CH3:22])([CH3:23])[CH3:21])[CH2:16]3)=[N:7][C:6]=2[N:26]=1. The yield is 0.550. (9) The reactants are [Br:1][C:2]1[CH:3]=[C:4](I)[C:5]([OH:8])=[N:6][CH:7]=1.[C:10]([C:12]1[CH:17]=[CH:16][C:15]([F:18])=[CH:14][CH:13]=1)#[CH:11].N#N.CCOCC. The catalyst is C(N(CC)CC)C.[Cu]I.Cl[Pd](Cl)([P](C1C=CC=CC=1)(C1C=CC=CC=1)C1C=CC=CC=1)[P](C1C=CC=CC=1)(C1C=CC=CC=1)C1C=CC=CC=1. The product is [Br:1][C:2]1[CH:3]=[C:4]2[CH:11]=[C:10]([C:12]3[CH:17]=[CH:16][C:15]([F:18])=[CH:14][CH:13]=3)[O:8][C:5]2=[N:6][CH:7]=1. The yield is 0.640.